Task: Predict the reaction yield, written as a fraction of the theoretical maximum amount of product (1.0 means a 100% yield; for example, 0.34 means a 34% yield).. Dataset: Reaction yield outcomes from USPTO patents with 853,638 reactions (1) The yield is 0.650. The product is [CH2:17]([O:16][C:10]1[CH:9]=[C:8]([CH:3]([N:2]2[C:29](=[O:28])[C:24]3[C:25](=[CH:31][CH:32]=[CH:33][C:23]=3[NH:22][C:19](=[O:21])[CH3:20])[C:26]2=[O:27])[CH2:4][CH:5]([OH:7])[CH3:6])[CH:13]=[CH:12][C:11]=1[O:14][CH3:15])[CH3:18]. The catalyst is CN(C)C=O. The reactants are Cl.[NH2:2][CH:3]([C:8]1[CH:13]=[CH:12][C:11]([O:14][CH3:15])=[C:10]([O:16][CH2:17][CH3:18])[CH:9]=1)[CH2:4][CH:5]([OH:7])[CH3:6].[C:19]([NH:22][C:23]1[CH:33]=[CH:32][CH:31]=[C:25]2[C:26]([O:28][C:29](=O)[C:24]=12)=[O:27])(=[O:21])[CH3:20].C(N(CC)CC)C. (2) The reactants are Br[C:2]1[S:6][C:5]([N:7]([CH3:9])[CH3:8])=[N:4][CH:3]=1.[Cl-].[Li+].C([Mg+])(C)C.[Cl-].CC(N(C)C)=O.Cl[C:24]1[CH:25]=[CH:26][C:27]2[N:28]([C:30]([CH2:33][NH:34][C:35](=[O:41])[O:36][C:37]([CH3:40])([CH3:39])[CH3:38])=[N:31][N:32]=2)[N:29]=1. The catalyst is C1COCC1.[Cl-].[Zn+2].[Cl-].C1C=CC(/C=C/C(/C=C/C2C=CC=CC=2)=O)=CC=1.C1C=CC(/C=C/C(/C=C/C2C=CC=CC=2)=O)=CC=1.C1C=CC(/C=C/C(/C=C/C2C=CC=CC=2)=O)=CC=1.[Pd].[Pd].CC(P(C(C)(C)C)[C-]1C=CC=C1)(C)C.C1C=CC([C-]2C(C3C=CC=CC=3)=C(C3C=CC=CC=3)C(C3C=CC=CC=3)=C2C2C=CC=CC=2)=CC=1.[Fe+2]. The product is [CH3:8][N:7]([CH3:9])[C:5]1[S:6][C:2]([C:24]2[CH:25]=[CH:26][C:27]3[N:28]([C:30]([CH2:33][NH:34][C:35](=[O:41])[O:36][C:37]([CH3:39])([CH3:38])[CH3:40])=[N:31][N:32]=3)[N:29]=2)=[CH:3][N:4]=1. The yield is 0.710. (3) The reactants are C1(P(C2C=CC=CC=2)C2C=CC=CC=2)C=CC=CC=1.[O:20]1[CH2:25][CH2:24][O:23][C:22]2[CH:26]=[C:27]([C:30]3[C:31]([CH3:38])=[C:32]([CH2:36][OH:37])[CH:33]=[CH:34][CH:35]=3)[CH:28]=[CH:29][C:21]1=2.[Br:39][C:40]1[C:41](O)=[CH:42][C:43]([OH:48])=[C:44]([CH:47]=1)[CH:45]=[O:46].N(C(OC(C)C)=O)=NC(OC(C)C)=O. The catalyst is O1CCCC1. The product is [Br:39][C:40]1[C:41]([O:37][CH2:36][C:32]2[CH:33]=[CH:34][CH:35]=[C:30]([C:27]3[CH:28]=[CH:29][C:21]4[O:20][CH2:25][CH2:24][O:23][C:22]=4[CH:26]=3)[C:31]=2[CH3:38])=[CH:42][C:43]([OH:48])=[C:44]([CH:47]=1)[CH:45]=[O:46]. The yield is 0.568. (4) The reactants are [CH3:1][S:2]([NH:5][CH2:6][CH2:7][NH:8]C(=O)OC(C)(C)C)(=[O:4])=[O:3].[ClH:16].O1CCOCC1.C(OCC)(=O)C. The catalyst is C(OCC)C. The product is [ClH:16].[ClH:16].[NH2:8][CH2:7][CH2:6][NH:5][S:2]([CH3:1])(=[O:4])=[O:3]. The yield is 1.00. (5) The reactants are [Li+].CC([N-]C(C)C)C.[CH2:9]([O:11][C:12](=[O:21])[CH:13]([C:15]1[CH:20]=[CH:19][CH:18]=[CH:17][CH:16]=1)[CH3:14])[CH3:10].Br[CH2:23][CH2:24][CH2:25][CH2:26][CH2:27][Br:28].[NH4+].[Cl-]. The catalyst is C1COCC1.CN1C(=O)N(C)CCC1. The product is [Br:28][CH2:27][CH2:26][CH2:25][CH2:24][CH2:23][C:13]([CH3:14])([C:15]1[CH:20]=[CH:19][CH:18]=[CH:17][CH:16]=1)[C:12]([O:11][CH2:9][CH3:10])=[O:21]. The yield is 0.580. (6) The reactants are [CH3:1][N:2]([CH3:19])[C:3](=[O:18])[C@H:4]([O:6][C:7]1[CH:16]=[CH:15][CH:14]=[C:13]2[C:8]=1[C:9](=O)[NH:10][CH:11]=[N:12]2)[CH3:5].C1(P(C2C=CC=CC=2)C2C=CC=CC=2)C=CC=CC=1.C(Cl)(Cl)(Cl)Cl.[S:44]1[CH:48]=[C:47]([CH2:49][N:50]2[C:58]3[C:53](=[CH:54][C:55]([NH2:59])=[CH:56][CH:57]=3)[CH:52]=[N:51]2)[N:46]=[CH:45]1. The catalyst is ClCCCl. The product is [CH3:1][N:2]([CH3:19])[C:3](=[O:18])[C@H:4]([O:6][C:7]1[CH:16]=[CH:15][CH:14]=[C:13]2[C:8]=1[C:9]([NH:59][C:55]1[CH:54]=[C:53]3[C:58](=[CH:57][CH:56]=1)[N:50]([CH2:49][C:47]1[N:46]=[CH:45][S:44][CH:48]=1)[N:51]=[CH:52]3)=[N:10][CH:11]=[N:12]2)[CH3:5]. The yield is 0.600.